From a dataset of Retrosynthesis with 50K atom-mapped reactions and 10 reaction types from USPTO. Predict the reactants needed to synthesize the given product. Given the product Cc1cc(Nc2cc3cc(C(=O)N(C)CC4CCCCO4)ccc3c(OC(C)C)n2)n[nH]1, predict the reactants needed to synthesize it. The reactants are: CNCC1CCCCO1.Cc1cc(Nc2cc3cc(C(=O)O)ccc3c(OC(C)C)n2)n[nH]1.